The task is: Predict the product of the given reaction.. This data is from Forward reaction prediction with 1.9M reactions from USPTO patents (1976-2016). (1) Given the reactants [Cl:1][C:2]1[CH:7]=[CH:6][C:5]([O:8][C:9]2[CH:14]=[CH:13][C:12]([CH:15]3[O:19]C(=O)[NH:17][CH:16]3[CH2:21][C:22]3[CH:27]=[CH:26][CH:25]=[C:24]([O:28][C:29]([F:34])([F:33])[CH:30]([F:32])[F:31])[CH:23]=3)=[CH:11][CH:10]=2)=[CH:4][C:3]=1[CH2:35][CH3:36].[OH-].[Na+], predict the reaction product. The product is: [NH2:17][CH:16]([CH2:21][C:22]1[CH:27]=[CH:26][CH:25]=[C:24]([O:28][C:29]([F:34])([F:33])[CH:30]([F:32])[F:31])[CH:23]=1)[CH:15]([C:12]1[CH:13]=[CH:14][C:9]([O:8][C:5]2[CH:6]=[CH:7][C:2]([Cl:1])=[C:3]([CH2:35][CH3:36])[CH:4]=2)=[CH:10][CH:11]=1)[OH:19]. (2) Given the reactants CS(O[CH:6]([CH2:13][CH2:14]/[CH:15]=[CH:16]\[CH2:17][CH3:18])[CH2:7][CH2:8]/[CH:9]=[CH:10]\[CH2:11][CH3:12])(=O)=O.[C-:19]#[N:20].[Na+].O, predict the reaction product. The product is: [CH2:7]([CH:6]([CH2:13][CH2:14]/[CH:15]=[CH:16]\[CH2:17][CH3:18])[C:19]#[N:20])[CH2:8]/[CH:9]=[CH:10]\[CH2:11][CH3:12]. (3) Given the reactants [OH:1][C:2]1[C:3]([NH:12][C:13](=[O:15])[CH3:14])=[CH:4][C:5]2[C:10]([CH:11]=1)=[CH:9][CH:8]=[CH:7][CH:6]=2.C(=O)([O-])[O-].[K+].[K+].[CH2:22](Br)[C:23]1[CH:28]=[CH:27][CH:26]=[CH:25][CH:24]=1, predict the reaction product. The product is: [CH2:22]([O:1][C:2]1[C:3]([NH:12][C:13](=[O:15])[CH3:14])=[CH:4][C:5]2[C:10]([CH:11]=1)=[CH:9][CH:8]=[CH:7][CH:6]=2)[C:23]1[CH:28]=[CH:27][CH:26]=[CH:25][CH:24]=1. (4) Given the reactants [CH3:13][C:12]([O:11][C:9](O[C:9]([O:11][C:12]([CH3:15])([CH3:14])[CH3:13])=[O:10])=[O:10])([CH3:15])[CH3:14].[C:16]([CH2:18][CH2:19][NH:20][CH2:21][C:22]([CH3:28])([CH3:27])[C:23]([O:25][CH3:26])=[O:24])#[N:17], predict the reaction product. The product is: [C:12]([O:11][C:9]([N:20]([CH2:19][CH2:18][C:16]#[N:17])[CH2:21][C:22]([CH3:28])([CH3:27])[C:23]([O:25][CH3:26])=[O:24])=[O:10])([CH3:13])([CH3:14])[CH3:15]. (5) Given the reactants [ClH:1].[C:2]([C:4]1[CH:5]=[C:6]([NH:10][C:11]2[C:20]3[C:15](=[CH:16][C:17]([O:25]C(=O)C)=[C:18]([O:21]C(=O)C)[CH:19]=3)[N:14]=[CH:13][N:12]=2)[CH:7]=[CH:8][CH:9]=1)#[CH:3].N, predict the reaction product. The product is: [ClH:1].[C:2]([C:4]1[CH:5]=[C:6]([NH:10][C:11]2[C:20]3[C:15](=[CH:16][C:17]([OH:25])=[C:18]([OH:21])[CH:19]=3)[N:14]=[CH:13][N:12]=2)[CH:7]=[CH:8][CH:9]=1)#[CH:3]. (6) Given the reactants [N:1]1([C:6]([C:8]2[CH:13]=[CH:12][C:11]([S:14][CH:15]3[CH2:18][N:17](C(OC(C)(C)C)=O)[CH2:16]3)=[CH:10][CH:9]=2)=[O:7])[CH2:5][CH2:4][CH2:3][CH2:2]1.Cl, predict the reaction product. The product is: [NH:17]1[CH2:16][CH:15]([S:14][C:11]2[CH:10]=[CH:9][C:8]([C:6]([N:1]3[CH2:2][CH2:3][CH2:4][CH2:5]3)=[O:7])=[CH:13][CH:12]=2)[CH2:18]1. (7) Given the reactants Cl[C:2]1[N:7]2[N:8]=[C:9]([NH:11][C:12](=[O:19])[C:13]3[CH:18]=[CH:17][CH:16]=[N:15][CH:14]=3)[N:10]=[C:6]2[CH:5]=[CH:4][CH:3]=1.[CH:20]1([SH:26])[CH2:25][CH2:24][CH2:23][CH2:22][CH2:21]1, predict the reaction product. The product is: [CH:20]1([S:26][C:2]2[N:7]3[N:8]=[C:9]([NH:11][C:12](=[O:19])[C:13]4[CH:18]=[CH:17][CH:16]=[N:15][CH:14]=4)[N:10]=[C:6]3[CH:5]=[CH:4][CH:3]=2)[CH2:25][CH2:24][CH2:23][CH2:22][CH2:21]1.